From a dataset of NCI-60 drug combinations with 297,098 pairs across 59 cell lines. Regression. Given two drug SMILES strings and cell line genomic features, predict the synergy score measuring deviation from expected non-interaction effect. (1) Drug 1: CN(C(=O)NC(C=O)C(C(C(CO)O)O)O)N=O. Drug 2: C(CCl)NC(=O)N(CCCl)N=O. Cell line: SK-MEL-2. Synergy scores: CSS=52.9, Synergy_ZIP=-0.839, Synergy_Bliss=-0.503, Synergy_Loewe=-11.9, Synergy_HSA=-1.51. (2) Drug 1: CNC(=O)C1=CC=CC=C1SC2=CC3=C(C=C2)C(=NN3)C=CC4=CC=CC=N4. Drug 2: C1=NC2=C(N1)C(=S)N=C(N2)N. Cell line: RXF 393. Synergy scores: CSS=17.3, Synergy_ZIP=-2.92, Synergy_Bliss=4.18, Synergy_Loewe=2.61, Synergy_HSA=3.97. (3) Drug 1: C1C(C(OC1N2C=NC3=C(N=C(N=C32)Cl)N)CO)O. Drug 2: C1CN(CCN1C(=O)CCBr)C(=O)CCBr. Cell line: A549. Synergy scores: CSS=45.0, Synergy_ZIP=-6.44, Synergy_Bliss=-1.12, Synergy_Loewe=-21.0, Synergy_HSA=2.51. (4) Drug 1: CC=C1C(=O)NC(C(=O)OC2CC(=O)NC(C(=O)NC(CSSCCC=C2)C(=O)N1)C(C)C)C(C)C. Drug 2: C#CCC(CC1=CN=C2C(=N1)C(=NC(=N2)N)N)C3=CC=C(C=C3)C(=O)NC(CCC(=O)O)C(=O)O. Cell line: OVCAR-8. Synergy scores: CSS=59.5, Synergy_ZIP=-1.54, Synergy_Bliss=-2.02, Synergy_Loewe=-0.988, Synergy_HSA=-0.707. (5) Drug 1: CC1OCC2C(O1)C(C(C(O2)OC3C4COC(=O)C4C(C5=CC6=C(C=C35)OCO6)C7=CC(=C(C(=C7)OC)O)OC)O)O. Drug 2: C1=NNC2=C1C(=O)NC=N2. Cell line: A498. Synergy scores: CSS=27.0, Synergy_ZIP=-6.58, Synergy_Bliss=2.82, Synergy_Loewe=-12.5, Synergy_HSA=3.43.